This data is from Forward reaction prediction with 1.9M reactions from USPTO patents (1976-2016). The task is: Predict the product of the given reaction. Given the reactants Br[C:2]1[CH:7]=[C:6]([N+:8]([O-:10])=[O:9])[CH:5]=[CH:4][C:3]=1[F:11].CCCC[Sn]([C:25]1[N:30]=[CH:29][CH:28]=[CH:27][CH:26]=1)(CCCC)CCCC, predict the reaction product. The product is: [F:11][C:3]1[CH:4]=[CH:5][C:6]([N+:8]([O-:10])=[O:9])=[CH:7][C:2]=1[C:29]1[CH:28]=[CH:27][CH:26]=[CH:25][N:30]=1.